Dataset: Forward reaction prediction with 1.9M reactions from USPTO patents (1976-2016). Task: Predict the product of the given reaction. (1) Given the reactants C(OC([N:8]1[CH2:17][CH2:16][C:15]2[C:10](=[CH:11][C:12]([C:18]#[C:19][C:20]3[CH:25]=[C:24]([C:26]4[C:30]5[CH2:31][N:32]([S:35]([CH3:38])(=[O:37])=[O:36])[CH2:33][CH2:34][C:29]=5[N:28]([CH2:39][CH:40]([OH:48])[CH2:41][N:42]5[CH2:47][CH2:46][CH2:45][CH2:44][CH2:43]5)[N:27]=4)[CH:23]=[CH:22][C:21]=3[Cl:49])=[CH:13][CH:14]=2)[CH2:9]1)=O)(C)(C)C.CCN(CC)CC, predict the reaction product. The product is: [Cl:49][C:21]1[CH:22]=[CH:23][C:24]([C:26]2[C:30]3[CH2:31][N:32]([S:35]([CH3:38])(=[O:37])=[O:36])[CH2:33][CH2:34][C:29]=3[N:28]([CH2:39][CH:40]([OH:48])[CH2:41][N:42]3[CH2:47][CH2:46][CH2:45][CH2:44][CH2:43]3)[N:27]=2)=[CH:25][C:20]=1[C:19]#[C:18][C:12]1[CH:11]=[C:10]2[C:15]([CH2:16][CH2:17][NH:8][CH2:9]2)=[CH:14][CH:13]=1. (2) Given the reactants [C:1]1([C@H:7]([CH2:9][OH:10])[NH2:8])[CH:6]=[CH:5][CH:4]=[CH:3][CH:2]=1.[C:11](OCC)(=[O:15])[C:12]([CH3:14])=O, predict the reaction product. The product is: [CH3:14][C:12]1[C:11](=[O:15])[O:10][CH2:9][C@@H:7]([C:1]2[CH:6]=[CH:5][CH:4]=[CH:3][CH:2]=2)[N:8]=1. (3) Given the reactants [C:1]([O:5][C:6]([N:8]1[C:12]2[N:13]=[CH:14][N:15]=[C:16]([N:17]3[CH2:24][C:21]4([CH2:23][CH2:22]4)[N:20]([S:25](=[O:36])(=[O:35])[NH:26][CH2:27][CH2:28][C:29]4[CH:34]=[CH:33][CH:32]=[CH:31][CH:30]=4)[CH2:19][CH2:18]3)[C:11]=2[CH:10]=[CH:9]1)=[O:7])([CH3:4])([CH3:3])[CH3:2].C([O-])([O-])=O.[Cs+].[Cs+].Br[CH2:44][CH3:45].O, predict the reaction product. The product is: [C:1]([O:5][C:6]([N:8]1[C:12]2[N:13]=[CH:14][N:15]=[C:16]([N:17]3[CH2:24][C:21]4([CH2:23][CH2:22]4)[N:20]([S:25](=[O:35])(=[O:36])[N:26]([CH2:27][CH2:28][C:29]4[CH:34]=[CH:33][CH:32]=[CH:31][CH:30]=4)[CH2:2][CH2:1][CH2:3][C:45]4[CH:44]=[CH:12][CH:11]=[CH:10][CH:9]=4)[CH2:19][CH2:18]3)[C:11]=2[CH:10]=[CH:9]1)=[O:7])([CH3:4])([CH3:2])[CH3:3]. (4) Given the reactants S(Cl)([Cl:3])=O.C(OC([NH:12][C@H:13]1[CH2:18][CH2:17][C@H:16]([CH2:19][CH2:20][C:21]([OH:23])=[O:22])[CH2:15][CH2:14]1)=O)(C)(C)C.[CH3:24]O, predict the reaction product. The product is: [ClH:3].[NH2:12][C@H:13]1[CH2:14][CH2:15][C@H:16]([CH2:19][CH2:20][C:21]([O:23][CH3:24])=[O:22])[CH2:17][CH2:18]1.